From a dataset of Peptide-MHC class I binding affinity with 185,985 pairs from IEDB/IMGT. Regression. Given a peptide amino acid sequence and an MHC pseudo amino acid sequence, predict their binding affinity value. This is MHC class I binding data. The peptide sequence is TVFIRFPHY. The MHC is HLA-A30:01 with pseudo-sequence HLA-A30:01. The binding affinity (normalized) is 0.339.